From a dataset of Forward reaction prediction with 1.9M reactions from USPTO patents (1976-2016). Predict the product of the given reaction. (1) Given the reactants C(=O)([O-])[O-].[Cs+].[Cs+].[CH2:7](I)[CH3:8].[Br:10][C:11]1[CH:12]=[C:13]([C:22]([CH3:25])([CH3:24])[CH3:23])[C:14]([O:18][CH2:19][O:20][CH3:21])=[C:15]([OH:17])[CH:16]=1.C(OCC)(=O)C, predict the reaction product. The product is: [Br:10][C:11]1[CH:16]=[C:15]([O:17][CH2:7][CH3:8])[C:14]([O:18][CH2:19][O:20][CH3:21])=[C:13]([C:22]([CH3:23])([CH3:24])[CH3:25])[CH:12]=1. (2) The product is: [CH2:52]([O:59][NH:60][C:15](=[O:17])[CH:14]([N:11]1[C:12](=[O:13])[CH:8]([CH2:7][O:6][C:5]2[CH:4]=[CH:3][C:2]([Br:1])=[CH:23][CH:22]=2)[NH:9][C:10]1=[O:21])[CH:18]([CH3:20])[CH3:19])[C:53]1[CH:58]=[CH:57][CH:56]=[CH:55][CH:54]=1. Given the reactants [Br:1][C:2]1[CH:23]=[CH:22][C:5]([O:6][CH2:7][CH:8]2[C:12](=[O:13])[N:11]([CH:14]([CH:18]([CH3:20])[CH3:19])[C:15]([OH:17])=O)[C:10](=[O:21])[NH:9]2)=[CH:4][CH:3]=1.CN1CCOCC1.C1C=CC2N(O)N=NC=2C=1.CCN=C=NCCCN(C)C.[CH2:52]([O:59][NH2:60])[C:53]1[CH:58]=[CH:57][CH:56]=[CH:55][CH:54]=1.Cl, predict the reaction product. (3) Given the reactants [Si:1]([O:8][CH:9]1[C:14]2[CH:15]=[C:16]([CH:18]=O)[O:17][C:13]=2[CH2:12][CH2:11][CH2:10]1)([C:4]([CH3:7])([CH3:6])[CH3:5])([CH3:3])[CH3:2].Cl.NO.C([N:25](CC)CC)C.C1(N=C=NC2CCCCC2)CCCCC1, predict the reaction product. The product is: [Si:1]([O:8][CH:9]1[C:14]2[CH:15]=[C:16]([C:18]#[N:25])[O:17][C:13]=2[CH2:12][CH2:11][CH2:10]1)([C:4]([CH3:7])([CH3:6])[CH3:5])([CH3:3])[CH3:2]. (4) Given the reactants C([Li])CCC.Br[C:7]1[CH:12]=[C:11]([F:13])[C:10]([Br:14])=[CH:9][C:8]=1[F:15].[CH2:16]([O:18]CC)C, predict the reaction product. The product is: [Br:14][C:10]1[C:11]([F:13])=[CH:12][C:7]([CH:16]=[O:18])=[C:8]([F:15])[CH:9]=1. (5) Given the reactants [C:1]1([CH3:20])[CH:6]=[CH:5][CH:4]=[C:3]([NH:7][S:8]([C:11]2[CH:19]=[CH:18][C:14]([C:15]([OH:17])=O)=[CH:13][CH:12]=2)(=[O:10])=[O:9])[CH:2]=1.[N:21]1[CH:26]=[CH:25][CH:24]=[CH:23][C:22]=1[C:27]1[N:28]=[C:29]([NH2:32])[S:30][CH:31]=1, predict the reaction product. The product is: [N:21]1[CH:26]=[CH:25][CH:24]=[CH:23][C:22]=1[C:27]1[N:28]=[C:29]([NH:32][C:15](=[O:17])[C:14]2[CH:13]=[CH:12][C:11]([S:8](=[O:9])(=[O:10])[NH:7][C:3]3[CH:2]=[C:1]([CH3:20])[CH:6]=[CH:5][CH:4]=3)=[CH:19][CH:18]=2)[S:30][CH:31]=1. (6) Given the reactants C(Cl)(=O)C(Cl)=O.CS(C)=O.[OH:11][CH2:12][C:13]1([CH3:28])[CH2:17][CH:16]2[CH:18]([CH3:27])[C:19]([N+:24]([O-:26])=[O:25])=[C:20]([CH3:23])[C:21]([CH3:22])=[C:15]2[O:14]1.Cl, predict the reaction product. The product is: [CH3:28][C:13]1([CH:12]=[O:11])[CH2:17][CH:16]2[CH:18]([CH3:27])[C:19]([N+:24]([O-:26])=[O:25])=[C:20]([CH3:23])[C:21]([CH3:22])=[C:15]2[O:14]1.